Task: Predict the reaction yield, written as a fraction of the theoretical maximum amount of product (1.0 means a 100% yield; for example, 0.34 means a 34% yield).. Dataset: Reaction yield outcomes from USPTO patents with 853,638 reactions (1) The catalyst is C(O)C. The reactants are [CH:1]([C:3]1[CH:8]=[CH:7][CH:6]=[CH:5][C:4]=1[N:9]([CH3:23])[S:10]([C:13]1[CH:18]=[CH:17][C:16]([C:19]([F:22])([F:21])[F:20])=[CH:15][CH:14]=1)(=[O:12])=[O:11])=O.O.[NH2:25][NH2:26]. The yield is 0.870. The product is [N:25](=[CH:1][C:3]1[CH:8]=[CH:7][CH:6]=[CH:5][C:4]=1[N:9]([CH3:23])[S:10]([C:13]1[CH:18]=[CH:17][C:16]([C:19]([F:22])([F:21])[F:20])=[CH:15][CH:14]=1)(=[O:12])=[O:11])[NH2:26]. (2) The reactants are [Cl:1][C:2]1[N:7]=[CH:6][C:5]([CH2:8][OH:9])=[CH:4][N:3]=1.[CH3:10]I.[H-].[Na+]. The catalyst is CN(C=O)C. The product is [Cl:1][C:2]1[N:7]=[CH:6][C:5]([CH2:8][O:9][CH3:10])=[CH:4][N:3]=1. The yield is 0.660. (3) The reactants are [Cl:1][C:2]1[CH:7]=[CH:6][CH:5]=[C:4]([Cl:8])[C:3]=1[N:9]=[C:10]=[O:11].[Cl:12][C:13]1[CH:14]=[C:15]([NH2:22])[C:16](=[CH:20][CH:21]=1)[C:17]([OH:19])=[O:18].C(N(CC)CC)C.Cl. The catalyst is CN(C=O)C. The product is [Cl:12][C:13]1[CH:21]=[CH:20][C:16]([C:17]([OH:19])=[O:18])=[C:15]([NH:22][C:10]([NH:9][C:3]2[C:2]([Cl:1])=[CH:7][CH:6]=[CH:5][C:4]=2[Cl:8])=[O:11])[CH:14]=1. The yield is 0.590.